Dataset: Forward reaction prediction with 1.9M reactions from USPTO patents (1976-2016). Task: Predict the product of the given reaction. (1) Given the reactants C(O)(C(F)(F)F)=O.C(OC(=O)[NH:14][CH:15]1[CH:20]2[CH:16]1[CH2:17][N:18]([C:21](=[O:55])[C:22]1[CH:27]=[CH:26][C:25]([NH:28][C:29]3[N:34]=[C:33]([NH:35][CH2:36][C:37]4[CH:42]=[CH:41][C:40]([O:43][CH2:44][C@@H:45]([CH3:48])[CH2:46][Br:47])=[CH:39][CH:38]=4)[N:32]=[C:31]([O:49][CH2:50][C:51]([F:54])([F:53])[F:52])[N:30]=3)=[CH:24][CH:23]=1)[CH2:19]2)(C)(C)C, predict the reaction product. The product is: [NH2:14][CH:15]1[CH:16]2[CH:20]1[CH2:19][N:18]([C:21]([C:22]1[CH:23]=[CH:24][C:25]([NH:28][C:29]3[N:34]=[C:33]([NH:35][CH2:36][C:37]4[CH:42]=[CH:41][C:40]([O:43][CH2:44][C@@H:45]([CH3:48])[CH2:46][Br:47])=[CH:39][CH:38]=4)[N:32]=[C:31]([O:49][CH2:50][C:51]([F:54])([F:53])[F:52])[N:30]=3)=[CH:26][CH:27]=1)=[O:55])[CH2:17]2. (2) Given the reactants [H-].[H-].[H-].[H-].[Li+].[Al+3].[OH:7][C@H:8]1[CH2:12][CH2:11][N:10]([CH2:13][C:14]#[N:15])[CH2:9]1, predict the reaction product. The product is: [NH2:15][CH2:14][CH2:13][N:10]1[CH2:11][CH2:12][CH:8]([OH:7])[CH2:9]1. (3) Given the reactants [CH3:1][N:2]1[CH:6]=[C:5]([S:7](Cl)(=[O:9])=[O:8])[C:4]([CH3:11])=[N:3]1.[OH-].[NH4+:13], predict the reaction product. The product is: [CH3:1][N:2]1[CH:6]=[C:5]([S:7]([NH2:13])(=[O:9])=[O:8])[C:4]([CH3:11])=[N:3]1. (4) Given the reactants [CH2:1]([O:3][C:4]([CH:6]1[CH2:11][CH2:10][CH2:9][N:8]([C:12]2[C:17]([N+:18]([O-])=O)=[CH:16][N:15]=[C:14]([Cl:21])[N:13]=2)[CH2:7]1)=[O:5])[CH3:2].FC(F)(F)C(O)=O.[OH-].[Na+], predict the reaction product. The product is: [CH2:1]([O:3][C:4]([CH:6]1[CH2:11][CH2:10][CH2:9][N:8]([C:12]2[C:17]([NH2:18])=[CH:16][N:15]=[C:14]([Cl:21])[N:13]=2)[CH2:7]1)=[O:5])[CH3:2]. (5) Given the reactants [Si]([O:8][C:9]1[CH:10]=[C:11]([CH:16]=[CH:17][C:18]=1[O:19][Si](C(C)(C)C)(C)C)[CH:12]=[CH:13][CH2:14][OH:15])(C(C)(C)C)(C)C.Cl, predict the reaction product. The product is: [OH:8][C:9]1[CH:10]=[C:11]([CH:16]=[CH:17][C:18]=1[OH:19])[CH:12]=[CH:13][CH:14]=[O:15]. (6) The product is: [CH3:1][O:2][C:3]1[CH:4]=[CH:5][CH:6]=[C:7]2[C:11]=1[N:10]([C:13]1[CH:18]=[CH:17][CH:16]=[CH:15][CH:14]=1)[CH:9]=[CH:8]2. Given the reactants [CH3:1][O:2][C:3]1[CH:4]=[CH:5][CH:6]=[C:7]2[C:11]=1[NH:10][CH:9]=[CH:8]2.I[C:13]1[CH:18]=[CH:17][CH:16]=[CH:15][CH:14]=1, predict the reaction product.